The task is: Predict the reaction yield, written as a fraction of the theoretical maximum amount of product (1.0 means a 100% yield; for example, 0.34 means a 34% yield).. This data is from Reaction yield outcomes from USPTO patents with 853,638 reactions. (1) The reactants are [C:1]([CH2:3][P:4](=[O:11])([O:8][CH2:9][CH3:10])[O:5][CH2:6][CH3:7])#[N:2].[CH3:12][Si:13]([N-][Si:13]([CH3:15])([CH3:14])[CH3:12])([CH3:15])[CH3:14].[Na+].Br[CH2:23][C:24]([CH3:41])=[CH:25][CH2:26][C:27]1[C:35]([OH:36])=[C:34]2[C:30]([CH2:31][O:32][C:33]2=[O:37])=[C:29]([CH3:38])[C:28]=1[O:39][CH3:40].[Cl-].[NH4+].[CH2:44]1[CH2:48]OCC1. No catalyst specified. The product is [CH2:6]([O:5][P:4]([CH:3]([C:1]#[N:2])[CH2:23][C:24]([CH3:41])=[CH:25][CH2:26][C:27]1[C:35]([O:36][CH2:48][CH2:44][Si:13]([CH3:15])([CH3:14])[CH3:12])=[C:34]2[C:30](=[C:29]([CH3:38])[C:28]=1[O:39][CH3:40])[CH2:31][O:32][C:33]2=[O:37])(=[O:11])[O:8][CH2:9][CH3:10])[CH3:7]. The yield is 0.900. (2) The reactants are [Br:1][C:2]1[CH:7]=[CH:6][C:5]([NH2:8])=[C:4]([Cl:9])[CH:3]=1.[O:10]1[CH2:15][CH2:14][C:13](=O)[CH2:12][CH2:11]1.C(O[BH-](OC(=O)C)OC(=O)C)(=O)C.[Na+]. The catalyst is ClCCCl. The product is [Br:1][C:2]1[CH:7]=[CH:6][C:5]([NH:8][CH:13]2[CH2:14][CH2:15][O:10][CH2:11][CH2:12]2)=[C:4]([Cl:9])[CH:3]=1. The yield is 0.860. (3) The yield is 0.120. The catalyst is CN(C=O)C. The product is [C:3]([C@:5]([CH2:36][C:32]1[CH:31]=[N:30][CH:35]=[CH:34][CH:33]=1)([C@H:10]([C:21]1[CH:26]=[CH:25][CH:24]=[CH:23][C:22]=1[O:27][CH3:28])[C:11]1[C:20]2[C:15](=[CH:16][CH:17]=[CH:18][CH:19]=2)[CH:14]=[CH:13][CH:12]=1)[C:6]([O:8][CH3:9])=[O:7])#[N:4]. The reactants are [H-].[Na+].[C:3]([CH:5]([CH:10]([C:21]1[CH:26]=[CH:25][CH:24]=[CH:23][C:22]=1[O:27][CH3:28])[C:11]1[C:20]2[C:15](=[CH:16][CH:17]=[CH:18][CH:19]=2)[CH:14]=[CH:13][CH:12]=1)[C:6]([O:8][CH3:9])=[O:7])#[N:4].Cl.[N:30]1[CH:35]=[CH:34][CH:33]=[C:32]([CH2:36]Cl)[CH:31]=1. (4) The catalyst is CN(C=O)C.C1COCC1. The reactants are C(Cl)(=O)C(Cl)=O.[C:7]([C:9]1[CH:17]=[CH:16][C:12]([C:13]([OH:15])=O)=[C:11]([CH3:18])[CH:10]=1)#[N:8].[N:19]1[CH:24]=[CH:23][CH:22]=[C:21]([NH2:25])[CH:20]=1. The product is [C:7]([C:9]1[CH:17]=[CH:16][C:12]([C:13]([NH:25][C:21]2[CH:20]=[N:19][CH:24]=[CH:23][CH:22]=2)=[O:15])=[C:11]([CH3:18])[CH:10]=1)#[N:8]. The yield is 0.620. (5) The reactants are [I:1][C:2]1[C:10]2[C:5](=[N:6][CH:7]=[N:8][C:9]=2[NH2:11])[NH:4][N:3]=1.[C:12]([O:16][C:17]([N:19]1[CH2:24][CH2:23][CH2:22][C@H:21](O)[CH2:20]1)=[O:18])([CH3:15])([CH3:14])[CH3:13].C1C=CC(P(C2C=CC=CC=2)C2C=CC=CC=2)=CC=1.CC(OC(/N=N/C(OC(C)C)=O)=O)C. The catalyst is C1COCC1. The product is [NH2:11][C:9]1[N:8]=[CH:7][N:6]=[C:5]2[N:4]([C@@H:23]3[CH2:22][CH2:21][CH2:20][N:19]([C:17]([O:16][C:12]([CH3:15])([CH3:14])[CH3:13])=[O:18])[CH2:24]3)[N:3]=[C:2]([I:1])[C:10]=12. The yield is 0.412. (6) The reactants are [Cl:1][C:2]1[C:10]([I:11])=[CH:9][C:5]([C:6]([OH:8])=[O:7])=[C:4]([CH3:12])[CH:3]=1.S(=O)(=O)(O)O.[CH3:18]O. No catalyst specified. The product is [Cl:1][C:2]1[C:10]([I:11])=[CH:9][C:5]([C:6]([O:8][CH3:18])=[O:7])=[C:4]([CH3:12])[CH:3]=1. The yield is 0.950. (7) The reactants are [Cl:1][C:2]1[CH:7]=[CH:6][CH:5]=[CH:4][C:3]=1[CH2:8][CH:9](P(OCC)(OCC)=O)[C:10]([O:12][CH2:13][CH3:14])=[O:11].C=O.[C:25](=O)([O-])[O-].[K+].[K+]. The catalyst is O. The product is [Cl:1][C:2]1[CH:7]=[CH:6][CH:5]=[CH:4][C:3]=1[CH2:8][C:9](=[CH2:25])[C:10]([O:12][CH2:13][CH3:14])=[O:11]. The yield is 0.700. (8) The reactants are [O:1]1[C:6]2[CH:7]=[CH:8][C:9]([CH2:11]O)=[CH:10][C:5]=2[O:4][CH2:3][CH2:2]1.O=S(Cl)[Cl:15]. No catalyst specified. The product is [Cl:15][CH2:11][C:9]1[CH:8]=[CH:7][C:6]2[O:1][CH2:2][CH2:3][O:4][C:5]=2[CH:10]=1. The yield is 0.880. (9) The reactants are [Cl:1][C:2]1[N:7]=[C:6]([NH:8][CH:9]([C:11]2[CH:12]=[C:13]([CH:17]=[CH:18][CH:19]=2)[C:14]([OH:16])=O)[CH3:10])[CH:5]=[N:4][CH:3]=1.[CH3:20][C:21]1[CH:22]=[C:23]([NH2:27])[CH:24]=[N:25][CH:26]=1.Cl.CN(C)CCCN=C=NCC.N1(C2C=CN=CC=2)CCCC1.C(N(CC)CC)C. The catalyst is ClCCl. The product is [Cl:1][C:2]1[N:7]=[C:6]([NH:8][CH:9]([C:11]2[CH:12]=[C:13]([CH:17]=[CH:18][CH:19]=2)[C:14]([NH:27][C:23]2[CH:24]=[N:25][CH:26]=[C:21]([CH3:20])[CH:22]=2)=[O:16])[CH3:10])[CH:5]=[N:4][CH:3]=1. The yield is 0.610. (10) The reactants are [CH2:1]([N:8]1[CH2:13][CH:12]2[C@@:10]([CH2:14][OH:15])([CH2:11]2)[C@@H:9]1[C:16]1[CH:21]=[CH:20][CH:19]=[CH:18][CH:17]=1)[C:2]1[CH:7]=[CH:6][CH:5]=[CH:4][CH:3]=1.CC(C)=[O:24].OS(O)(=O)=O.O=[Cr](=O)=O. The catalyst is CC(C)=O. The product is [CH2:1]([N:8]1[CH2:13][CH:12]2[C@@:10]([C:14]([OH:24])=[O:15])([CH2:11]2)[C@@H:9]1[C:16]1[CH:21]=[CH:20][CH:19]=[CH:18][CH:17]=1)[C:2]1[CH:3]=[CH:4][CH:5]=[CH:6][CH:7]=1. The yield is 0.620.